Dataset: Full USPTO retrosynthesis dataset with 1.9M reactions from patents (1976-2016). Task: Predict the reactants needed to synthesize the given product. (1) Given the product [ClH:24].[NH2:15][CH:10]([C:11]([CH3:14])([CH3:13])[CH3:12])[C:9]([C:6]1[CH:7]=[CH:8][C:3]([C:1]#[N:2])=[CH:4][CH:5]=1)=[O:23], predict the reactants needed to synthesize it. The reactants are: [C:1]([C:3]1[CH:8]=[CH:7][C:6]([C:9](=[O:23])[CH:10]([NH:15]C(=O)OC(C)(C)C)[C:11]([CH3:14])([CH3:13])[CH3:12])=[CH:5][CH:4]=1)#[N:2].[ClH:24]. (2) Given the product [C:11]1([C:9]2[S:10][C:6]([C:4](=[O:5])[CH3:25])=[C:7]([N:17]3[CH2:18][CH2:19][CH2:20][CH2:21][CH2:22]3)[N:8]=2)[CH:12]=[CH:13][CH:14]=[CH:15][CH:16]=1, predict the reactants needed to synthesize it. The reactants are: CON(C)[C:4]([C:6]1[S:10][C:9]([C:11]2[CH:16]=[CH:15][CH:14]=[CH:13][CH:12]=2)=[N:8][C:7]=1[N:17]1[CH2:22][CH2:21][CH2:20][CH2:19][CH2:18]1)=[O:5].[Li][CH3:25].[Li+].[Br-]. (3) Given the product [NH2:1][C:2]1[CH:3]=[C:4]([CH:8]=[CH:9][C:10]=1[Br:11])[C:5]([NH:18][C:15]1[CH:14]=[CH:13][C:12]([C:19]2[CH:24]=[CH:23][CH:22]=[CH:21][CH:20]=2)=[CH:17][CH:16]=1)=[O:7], predict the reactants needed to synthesize it. The reactants are: [NH2:1][C:2]1[CH:3]=[C:4]([CH:8]=[CH:9][C:10]=1[Br:11])[C:5]([OH:7])=O.[C:12]1([C:19]2[CH:24]=[CH:23][CH:22]=[CH:21][CH:20]=2)[CH:17]=[CH:16][C:15]([NH2:18])=[CH:14][CH:13]=1.C(N(C(C)C)CC)(C)C.O. (4) Given the product [CH2:3]=[CH:4][CH2:5][CH:1]([OH:6])[CH2:2][CH:7]=[CH2:8].[CH:1]1([OH:6])[CH2:5][CH:4]=[CH:3][CH2:2]1, predict the reactants needed to synthesize it. The reactants are: [CH:1]1([OH:6])[CH2:5][CH:4]=[CH:3][CH2:2]1.[CH:7]1CCC[CH:8]=1. (5) Given the product [CH:28]1([N:26]([CH2:25][C:23]2[CH:24]=[C:15]([C:14]#[C:13][C:10]3[CH:11]=[CH:12][C:7]([C:4]([CH3:6])([CH3:5])[C:3]([OH:35])=[O:2])=[CH:8][CH:9]=3)[CH:16]=[C:17]3[C:22]=2[O:21][C:20]([CH3:32])([CH3:31])[CH2:19][C:18]3([CH3:33])[CH3:34])[CH3:27])[CH2:30][CH2:29]1, predict the reactants needed to synthesize it. The reactants are: C[O:2][C:3](=[O:35])[C:4]([C:7]1[CH:12]=[CH:11][C:10]([C:13]#[C:14][C:15]2[CH:16]=[C:17]3[C:22](=[C:23]([CH2:25][N:26]([CH:28]4[CH2:30][CH2:29]4)[CH3:27])[CH:24]=2)[O:21][C:20]([CH3:32])([CH3:31])[CH2:19][C:18]3([CH3:34])[CH3:33])=[CH:9][CH:8]=1)([CH3:6])[CH3:5].[OH-].[Na+]. (6) The reactants are: Cl[C:2]1[CH:7]=[CH:6][C:5]([N+:8]([O-:10])=[O:9])=[CH:4][CH:3]=1.[NH:11]1[CH:15]=[CH:14][N:13]=[CH:12]1. Given the product [N+:8]([C:5]1[CH:6]=[CH:7][C:2]([N:11]2[CH:15]=[CH:14][N:13]=[CH:12]2)=[CH:3][CH:4]=1)([O-:10])=[O:9], predict the reactants needed to synthesize it. (7) Given the product [F:14][C:11]1[CH:10]=[C:9]2[C:8](=[CH:13][CH:12]=1)[NH:7][CH:6]=[C:5]2[CH:4]=[CH:21][C:17]1[CH:16]=[N:15][CH:20]=[CH:19][CH:18]=1, predict the reactants needed to synthesize it. The reactants are: CN([CH2:4][C:5]1[C:9]2[CH:10]=[C:11]([F:14])[CH:12]=[CH:13][C:8]=2[NH:7][CH:6]=1)C.[N:15]1[CH:20]=[CH:19][CH:18]=[C:17]([CH:21]=O)[CH:16]=1.P(CCCC)(CCCC)CCCC. (8) Given the product [O:1]=[C:2]1[N:8]2[CH2:9][C@@H:4]([CH2:5][CH2:6][C@H:7]2[C:10]([NH:12][N:13]2[CH2:18][CH2:17][NH:16][CH2:15][CH2:14]2)=[O:11])[N:3]1[O:26][S:27]([OH:30])(=[O:28])=[O:29], predict the reactants needed to synthesize it. The reactants are: [O:1]=[C:2]1[N:8]2[CH2:9][C@@H:4]([CH2:5][CH2:6][C@H:7]2[C:10]([NH:12][N:13]2[CH2:18][CH2:17][N:16](C(OC(C)(C)C)=O)[CH2:15][CH2:14]2)=[O:11])[N:3]1[O:26][S:27]([OH:30])(=[O:29])=[O:28].FC(F)(F)C(O)=O. (9) Given the product [Cl:1][C:2]1[CH:7]=[CH:6][C:5]([N:19]2[CH2:24][CH2:23][CH:22]([OH:25])[CH2:21][CH2:20]2)=[N:4][C:3]=1[C:9]1[N:13]([CH3:14])[C:12]2[CH:15]=[CH:16][CH:17]=[CH:18][C:11]=2[N:10]=1, predict the reactants needed to synthesize it. The reactants are: [Cl:1][C:2]1[C:3]([C:9]2[N:13]([CH3:14])[C:12]3[CH:15]=[CH:16][CH:17]=[CH:18][C:11]=3[N:10]=2)=[N:4][C:5](Cl)=[CH:6][CH:7]=1.[NH:19]1[CH2:24][CH2:23][CH:22]([OH:25])[CH2:21][CH2:20]1.[F-].[Cs+].